From a dataset of Retrosynthesis with 50K atom-mapped reactions and 10 reaction types from USPTO. Predict the reactants needed to synthesize the given product. (1) Given the product CNC(=O)CCCCCCCn1c(-c2cccnc2)c(C)c2ccccc21, predict the reactants needed to synthesize it. The reactants are: CN.COC(=O)CCCCCCCn1c(-c2cccnc2)c(C)c2ccccc21. (2) Given the product CCOC(COc1cccc(Br)c1)OCC, predict the reactants needed to synthesize it. The reactants are: CCOC(CBr)OCC.Oc1cccc(Br)c1. (3) Given the product CC(C)(C)c1ccc2[nH]c([C@](C)(N)CO)nc2c1, predict the reactants needed to synthesize it. The reactants are: CC(C)(C)OC(=O)N[C@](C)(CO)c1nc2cc(C(C)(C)C)ccc2[nH]1. (4) Given the product C=CCOC(=O)N1C[C@@H](C(C)(C)C)C[C@@]1(CCCOS(C)(=O)=O)O[SiH](C)C, predict the reactants needed to synthesize it. The reactants are: C=CCOC(=O)N1C[C@@H](C(C)(C)C)C[C@@]1(CCCO)O[SiH](C)C.CS(=O)(=O)Cl. (5) Given the product O=C1CCN(c2nc3ccccc3n2Cc2ccc(F)cc2)CC1, predict the reactants needed to synthesize it. The reactants are: Fc1ccc(Cn2c(N3CCC4(CC3)OCCO4)nc3ccccc32)cc1. (6) Given the product CCOc1nc(C(=O)NCC2CCN(Cc3cnc(-c4cccs4)s3)CC2)cc(N)c1C#N, predict the reactants needed to synthesize it. The reactants are: CCOc1nc(C(=O)NCC2CCNCC2)cc(N)c1C#N.O=Cc1cnc(-c2cccs2)s1.